Dataset: Reaction yield outcomes from USPTO patents with 853,638 reactions. Task: Predict the reaction yield, written as a fraction of the theoretical maximum amount of product (1.0 means a 100% yield; for example, 0.34 means a 34% yield). (1) The catalyst is CCO. The reactants are [N+:1]([C:4]1[CH:5]=[N:6][CH:7]=[CH:8][C:9]=1[C:10]1[CH2:15][CH2:14][CH2:13][C:12](=[O:16])[CH:11]=1)([O-:3])=[O:2].[Cl-].[Cl-].[Cl-].[Ce+3].[BH4-].[Na+]. The yield is 0.550. The product is [N+:1]([C:4]1[CH:5]=[N:6][CH:7]=[CH:8][C:9]=1[C:10]1[CH2:15][CH2:14][CH2:13][CH:12]([OH:16])[CH:11]=1)([O-:3])=[O:2]. (2) The reactants are [Cl-].[Al+3].[Cl-].[Cl-].[CH2:5]([C:12]1([CH:19]=[O:20])[CH2:17][CH:16]2[CH2:18][CH:13]1[CH:14]=[CH:15]2)[CH2:6][CH2:7][CH2:8][CH2:9][CH2:10][CH3:11].S(=O)(=O)(O)O. The catalyst is C(Cl)Cl. The product is [CH2:5]([CH:12]1[CH2:17][CH:16]2[CH2:15][CH:14]([CH:13]=[CH:18]2)[C:19]1=[O:20])[CH2:6][CH2:7][CH2:8][CH2:9][CH2:10][CH3:11]. The yield is 0.280. (3) The reactants are Br[C:2]1[CH:3]=[C:4]([CH:13]=[C:14]([F:16])[CH:15]=1)[CH2:5][N:6]1[CH2:11][CH2:10][N:9]([CH3:12])[CH2:8][CH2:7]1.B1(B2OC(C)(C)C(C)(C)O2)OC(C)(C)C(C)(C)O1.CC([O-])=O.[K+].[O-]P([O-])([O-])=O.[K+].[K+].[K+].Br[C:49]1[CH:50]=[N:51][CH:52]=[C:53]([N+:56]([O-:58])=[O:57])[C:54]=1[NH2:55]. The catalyst is C1C=CC(P(C2C=CC=CC=2)[C-]2C=CC=C2)=CC=1.C1C=CC(P(C2C=CC=CC=2)[C-]2C=CC=C2)=CC=1.Cl[Pd]Cl.[Fe+2].C1C=CC([P]([Pd]([P](C2C=CC=CC=2)(C2C=CC=CC=2)C2C=CC=CC=2)([P](C2C=CC=CC=2)(C2C=CC=CC=2)C2C=CC=CC=2)[P](C2C=CC=CC=2)(C2C=CC=CC=2)C2C=CC=CC=2)(C2C=CC=CC=2)C2C=CC=CC=2)=CC=1.O.CN(C=O)C. The product is [F:16][C:14]1[CH:15]=[C:2]([C:49]2[CH:50]=[N:51][CH:52]=[C:53]([N+:56]([O-:58])=[O:57])[C:54]=2[NH2:55])[CH:3]=[C:4]([CH2:5][N:6]2[CH2:11][CH2:10][N:9]([CH3:12])[CH2:8][CH2:7]2)[CH:13]=1. The yield is 0.420. (4) The reactants are I[C:2]1[CH:3]=[CH:4][C:5]2[N:6]([CH:8]=[C:9]([NH:11][C:12]([CH:14]3[CH2:16][CH2:15]3)=[O:13])[N:10]=2)[N:7]=1.[NH:17]1[C:25]2[CH:24]=[CH:23][CH:22]=[C:21]([OH:26])[C:20]=2[CH:19]=[CH:18]1.C(=O)([O-])[O-].[K+].[K+]. The catalyst is CN(C)C=O. The product is [NH:17]1[C:25]2[C:20](=[C:21]([O:26][C:2]3[CH:3]=[CH:4][C:5]4[N:6]([CH:8]=[C:9]([NH:11][C:12]([CH:14]5[CH2:16][CH2:15]5)=[O:13])[N:10]=4)[N:7]=3)[CH:22]=[CH:23][CH:24]=2)[CH:19]=[CH:18]1. The yield is 0.180.